From a dataset of Reaction yield outcomes from USPTO patents with 853,638 reactions. Predict the reaction yield, written as a fraction of the theoretical maximum amount of product (1.0 means a 100% yield; for example, 0.34 means a 34% yield). (1) The reactants are Cl[C:2]1[N:7]=[C:6]2[N:8]([CH2:11][O:12][CH2:13][CH2:14][Si:15]([CH3:18])([CH3:17])[CH3:16])[CH:9]=[CH:10][C:5]2=[C:4]([O:19][C:20]2[CH:29]=[CH:28][CH:27]=[C:26]3[C:21]=2[CH:22]=[CH:23][CH:24]=[C:25]3[C:30]([NH:32][C:33]2[CH:38]=[CH:37][CH:36]=[C:35]([C:39]([F:42])([F:41])[F:40])[CH:34]=2)=[O:31])[CH:3]=1.[NH2:43][C:44]1[CH:49]=[CH:48][C:47]([S:50]([N:53]2[CH2:58][CH2:57][N:56]([C:59]([O:61][C:62]([CH3:65])([CH3:64])[CH3:63])=[O:60])[CH2:55][CH2:54]2)(=[O:52])=[O:51])=[CH:46][CH:45]=1. No catalyst specified. The product is [F:40][C:39]([F:42])([F:41])[C:35]1[CH:34]=[C:33]([NH:32][C:30]([C:25]2[CH:24]=[CH:23][CH:22]=[C:21]3[C:26]=2[CH:27]=[CH:28][CH:29]=[C:20]3[O:19][C:4]2[CH:3]=[C:2]([NH:43][C:44]3[CH:49]=[CH:48][C:47]([S:50]([N:53]4[CH2:58][CH2:57][N:56]([C:59]([O:61][C:62]([CH3:65])([CH3:64])[CH3:63])=[O:60])[CH2:55][CH2:54]4)(=[O:51])=[O:52])=[CH:46][CH:45]=3)[N:7]=[C:6]3[N:8]([CH2:11][O:12][CH2:13][CH2:14][Si:15]([CH3:17])([CH3:18])[CH3:16])[CH:9]=[CH:10][C:5]=23)=[O:31])[CH:38]=[CH:37][CH:36]=1. The yield is 0.700. (2) The reactants are [Br:1][C:2]1[CH:3]=[CH:4][C:5]([CH2:8][S:9]([CH3:12])(=[O:11])=[O:10])=[N:6][CH:7]=1.Br[CH2:14][CH2:15]Br. No catalyst specified. The product is [Br:1][C:2]1[CH:3]=[CH:4][C:5]([C:8]2([S:9]([CH3:12])(=[O:11])=[O:10])[CH2:15][CH2:14]2)=[N:6][CH:7]=1. The yield is 0.190.